This data is from Peptide-MHC class I binding affinity with 185,985 pairs from IEDB/IMGT. The task is: Regression. Given a peptide amino acid sequence and an MHC pseudo amino acid sequence, predict their binding affinity value. This is MHC class I binding data. The peptide sequence is WRFDSRLAF. The MHC is HLA-B40:01 with pseudo-sequence HLA-B40:01. The binding affinity (normalized) is 0.